From a dataset of Full USPTO retrosynthesis dataset with 1.9M reactions from patents (1976-2016). Predict the reactants needed to synthesize the given product. The reactants are: Cl[C:2]1[CH:7]=[C:6]([CH:8]2[CH2:11][N:10]([CH:12]3[CH2:15][O:14][CH2:13]3)[CH2:9]2)[CH:5]=[C:4](Cl)[N:3]=1.C(P(C12CC3CC(CC(C3)C1)C2)C12CC3CC(CC(C3)C1)C2)CCC.[CH:42]1([B-](F)(F)F)[CH2:44][CH2:43]1.[K+].C(=O)([O-])[O-].[Cs+].[Cs+].[F:56][CH:57]([F:75])[O:58][C:59]1[C:60]([NH2:74])=[N:61][CH:62]=[C:63](B2OC(C)(C)C(C)(C)O2)[CH:64]=1.C1(P(C2CCCCC2)C2C=CC=CC=2C2C(C(C)C)=CC(C(C)C)=CC=2C(C)C)CCCCC1.O.[O-]P([O-])([O-])=O.[K+].[K+].[K+]. Given the product [CH:42]1([C:4]2[N:3]=[C:2]([C:63]3[CH:62]=[N:61][C:60]([NH2:74])=[C:59]([O:58][CH:57]([F:56])[F:75])[CH:64]=3)[CH:7]=[C:6]([CH:8]3[CH2:11][N:10]([CH:12]4[CH2:15][O:14][CH2:13]4)[CH2:9]3)[CH:5]=2)[CH2:44][CH2:43]1, predict the reactants needed to synthesize it.